From a dataset of Reaction yield outcomes from USPTO patents with 853,638 reactions. Predict the reaction yield, written as a fraction of the theoretical maximum amount of product (1.0 means a 100% yield; for example, 0.34 means a 34% yield). (1) The reactants are [F:1][C:2]1[CH:10]=[CH:9][C:8]([CH2:11][C:12]2[C:21]3[C:16](=[CH:17][CH:18]=[CH:19][CH:20]=3)[C:15](=[O:22])[NH:14][N:13]=2)=[CH:7][C:3]=1[C:4]([OH:6])=O.Cl.[CH3:24][O:25][CH2:26][CH2:27][O:28][CH:29]1[CH2:34][CH2:33][NH:32][CH2:31][CH2:30]1.C(N(CC)CC)C.F[P-](F)(F)(F)(F)F.N1(OC(N(C)C)=[N+](C)C)C2C=CC=CC=2N=N1. The catalyst is CN(C)C(=O)C.ClCCl.C(OCC)C. The product is [F:1][C:2]1[CH:10]=[CH:9][C:8]([CH2:11][C:12]2[C:21]3[C:16](=[CH:17][CH:18]=[CH:19][CH:20]=3)[C:15](=[O:22])[NH:14][N:13]=2)=[CH:7][C:3]=1[C:4]([N:32]1[CH2:33][CH2:34][CH:29]([O:28][CH2:27][CH2:26][O:25][CH3:24])[CH2:30][CH2:31]1)=[O:6]. The yield is 0.683. (2) The reactants are Cl.[NH2:2][OH:3].C(N(CC)CC)C.[Cl:11][C:12]1[CH:13]=[C:14]([CH:17]=[CH:18][C:19]=1[C:20]1[N:24]=[C:23]([C:25]2[N:26]=[C:27]3[C:32]([Cl:33])=[CH:31][C:30]([C:34]([F:37])([F:36])[F:35])=[CH:29][N:28]3[CH:38]=2)[O:22][N:21]=1)[C:15]#[N:16]. The catalyst is C(O)C. The product is [Cl:11][C:12]1[CH:13]=[C:14]([CH:17]=[CH:18][C:19]=1[C:20]1[N:24]=[C:23]([C:25]2[N:26]=[C:27]3[C:32]([Cl:33])=[CH:31][C:30]([C:34]([F:37])([F:36])[F:35])=[CH:29][N:28]3[CH:38]=2)[O:22][N:21]=1)[C:15](=[N:2][OH:3])[NH2:16]. The yield is 0.700. (3) The catalyst is CCOCC. The yield is 0.640. The reactants are [CH:1]1[C:14]2[CH:13]([C:15]#[N:16])[C:12]3[C:7](=[CH:8][CH:9]=[CH:10][CH:11]=3)[O:6][C:5]=2[CH:4]=[CH:3][CH:2]=1.C([Li])CCC.[CH3:22][CH2:23][O:24][C:25]([CH2:27]Br)=[O:26]. The product is [CH2:23]([O:24][C:25](=[O:26])[CH2:27][C:13]1([C:15]#[N:16])[C:14]2[CH:1]=[CH:2][CH:3]=[CH:4][C:5]=2[O:6][C:7]2[C:12]1=[CH:11][CH:10]=[CH:9][CH:8]=2)[CH3:22]. (4) The reactants are [F:1][C:2]1[CH:7]=[CH:6][CH:5]=[C:4]([F:8])[C:3]=1[C:9]1[O:10][C:11]([C:19]2[S:20][CH:21]=[CH:22][CH:23]=2)=[C:12]([C:14]([O:16]CC)=[O:15])[N:13]=1.[OH-].[K+].Cl. The catalyst is CO. The product is [F:8][C:4]1[CH:5]=[CH:6][CH:7]=[C:2]([F:1])[C:3]=1[C:9]1[O:10][C:11]([C:19]2[S:20][CH:21]=[CH:22][CH:23]=2)=[C:12]([C:14]([OH:16])=[O:15])[N:13]=1. The yield is 0.890. (5) The reactants are C[O:2][C:3](=[O:37])[CH2:4][O:5][C:6]1[CH:14]=[C:13]2[CH2:15][CH2:16][CH2:17][C:12]2=[C:11]2[C:7]=1[C:8]([C:32](=[O:36])[C:33]([NH2:35])=[O:34])=[C:9]([CH3:31])[N:10]2[CH2:18][C:19]1[CH:24]=[CH:23][CH:22]=[CH:21][C:20]=1[C:25]1[S:26][C:27]([Br:30])=[CH:28][CH:29]=1.[OH-].[Li+].Cl. The catalyst is O1CCOCC1.O. The product is [NH2:35][C:33](=[O:34])[C:32]([C:8]1[C:7]2[C:11](=[C:12]3[CH2:17][CH2:16][CH2:15][C:13]3=[CH:14][C:6]=2[O:5][CH2:4][C:3]([OH:37])=[O:2])[N:10]([CH2:18][C:19]2[CH:24]=[CH:23][CH:22]=[CH:21][C:20]=2[C:25]2[S:26][C:27]([Br:30])=[CH:28][CH:29]=2)[C:9]=1[CH3:31])=[O:36]. The yield is 0.510. (6) The reactants are [Cl:1][C:2]1[N:3]=[C:4]([C:9]([NH:11][C@H:12]2[CH2:17][CH2:16][NH:15][CH2:14][C@H:13]2[NH:18][CH2:19][CH2:20][CH3:21])=[O:10])[NH:5][C:6]=1[CH2:7][CH3:8].Br[C:23]1[S:24][C:25]([C:29]([O:31][CH2:32][CH3:33])=[O:30])=[C:26]([CH3:28])[N:27]=1.C(=O)([O-])[O-].[Na+].[Na+]. No catalyst specified. The yield is 0.650. The product is [Cl:1][C:2]1[N:3]=[C:4]([C:9]([NH:11][C@H:12]2[CH2:17][CH2:16][N:15]([C:23]3[S:24][C:25]([C:29]([O:31][CH2:32][CH3:33])=[O:30])=[C:26]([CH3:28])[N:27]=3)[CH2:14][C@H:13]2[NH:18][CH2:19][CH2:20][CH3:21])=[O:10])[NH:5][C:6]=1[CH2:7][CH3:8]. (7) The catalyst is O1CCOCC1. The yield is 0.600. The product is [OH:25][NH:24][C:22](=[O:23])[C@:21]([CH3:36])([S:32]([CH3:35])(=[O:34])=[O:33])[CH2:20][CH2:19][N:16]1[CH:17]=[CH:18][C:13]([C:10]2[CH:11]=[CH:12][C:7]([C@H:5]3[CH2:4][C@H:3]([OH:2])[CH2:6]3)=[CH:8][CH:9]=2)=[CH:14][C:15]1=[O:37]. The reactants are Cl.[OH:2][C@H:3]1[CH2:6][C@H:5]([C:7]2[CH:12]=[CH:11][C:10]([C:13]3[CH:18]=[CH:17][N:16]([CH2:19][CH2:20][C@@:21]([CH3:36])([S:32]([CH3:35])(=[O:34])=[O:33])[C:22]([NH:24][O:25]C4CCCCO4)=[O:23])[C:15](=[O:37])[CH:14]=3)=[CH:9][CH:8]=2)[CH2:4]1. (8) The reactants are [NH:1]1[C:5]2[CH:6]=[CH:7][CH:8]=[CH:9][C:4]=2[N:3]=[CH:2]1.[OH-].[Na+].[Cl:12][CH2:13][CH2:14][CH2:15]Br. The catalyst is [Br-].C([N+](CCCC)(CCCC)CCCC)CCC.ClCCl. The product is [Cl:12][CH2:13][CH2:14][CH2:15][N:1]1[C:5]2[CH:6]=[CH:7][CH:8]=[CH:9][C:4]=2[N:3]=[CH:2]1. The yield is 0.620. (9) The reactants are C1(P(=O)(C2C=CC=CC=2)C2C=CC=CC=2)C=CC=CC=1.FC(F)(F)S(OS(C(F)(F)F)(=O)=O)(=O)=O.C([S:43][CH:44]([CH2:69][N:70]1[CH2:75][CH2:74][S:73](=[O:77])(=[O:76])[CH2:72][CH2:71]1)[CH2:45][NH:46][C:47]([C:49]1[NH:50][C:51]2[C:56]([CH:57]=1)=[CH:55][CH:54]=[CH:53][C:52]=2[N:58]([CH3:68])[S:59]([C:62]1[CH:67]=[CH:66][CH:65]=[CH:64][N:63]=1)(=[O:61])=[O:60])=O)C1C=CC=CC=1. The catalyst is ClCCl.C(OCC)(=O)C. The product is [O:77]=[S:73]1(=[O:76])[CH2:72][CH2:71][N:70]([CH2:69][CH:44]2[S:43][C:47]([C:49]3[NH:50][C:51]4[C:56]([CH:57]=3)=[CH:55][CH:54]=[CH:53][C:52]=4[N:58]([CH3:68])[S:59]([C:62]3[CH:67]=[CH:66][CH:65]=[CH:64][N:63]=3)(=[O:60])=[O:61])=[N:46][CH2:45]2)[CH2:75][CH2:74]1. The yield is 0.280.